Task: Predict the product of the given reaction.. Dataset: Forward reaction prediction with 1.9M reactions from USPTO patents (1976-2016) (1) Given the reactants [CH3:1][O:2][C:3]1[C:8]([C:9]([OH:11])=O)=[CH:7][C:6]([C:12]([NH2:14])=[O:13])=[CH:5][CH:4]=1.[Cl:15][C:16]1[CH:22]=[CH:21][C:19]([NH2:20])=[C:18]([F:23])[CH:17]=1, predict the reaction product. The product is: [Cl:15][C:16]1[CH:22]=[CH:21][C:19]([NH:20][C:9](=[O:11])[C:8]2[CH:7]=[C:6]([CH:5]=[CH:4][C:3]=2[O:2][CH3:1])[C:12]([NH2:14])=[O:13])=[C:18]([F:23])[CH:17]=1. (2) Given the reactants C[Si](C)(C)[O:3][C:4](=[CH2:7])[CH:5]=[CH2:6].[N+:10]([CH:13]=[CH2:14])([O-:12])=[O:11].C1(C)C=CC=CC=1, predict the reaction product. The product is: [N+:10]([CH:13]1[CH2:14][CH2:3][C:4](=[O:7])[CH2:5][CH2:6]1)([O-:12])=[O:11]. (3) Given the reactants [OH:1][C:2]1[CH:3]=[CH:4][CH:5]=[C:6]2[C:11]=1[C@H:10]([C:12]1[CH:17]=[CH:16][CH:15]=[CH:14][CH:13]=1)[N:9]([C:18]([O:20][C:21]([CH3:24])([CH3:23])[CH3:22])=[O:19])[CH2:8][CH2:7]2.N1C(C)=CC=CC=1C.[F:33][C:34]([F:47])([F:46])[S:35](O[S:35]([C:34]([F:47])([F:46])[F:33])(=[O:37])=[O:36])(=[O:37])=[O:36].C(=O)(O)[O-].[Na+], predict the reaction product. The product is: [C:12]1([C@H:10]2[C:11]3[C:6](=[CH:5][CH:4]=[CH:3][C:2]=3[O:1][S:35]([C:34]([F:47])([F:46])[F:33])(=[O:37])=[O:36])[CH2:7][CH2:8][N:9]2[C:18]([O:20][C:21]([CH3:24])([CH3:23])[CH3:22])=[O:19])[CH:17]=[CH:16][CH:15]=[CH:14][CH:13]=1.